Dataset: Reaction yield outcomes from USPTO patents with 853,638 reactions. Task: Predict the reaction yield, written as a fraction of the theoretical maximum amount of product (1.0 means a 100% yield; for example, 0.34 means a 34% yield). (1) The reactants are [CH3:1][S:2](Cl)(=[O:4])=[O:3].[F:6][C:7]1[CH:34]=[C:33]([CH2:35]O)[CH:32]=[CH:31][C:8]=1[CH2:9][O:10][C:11]1[CH:12]=[N:13][C:14]([N:17]2[CH2:22][CH2:21][N:20]([C:23]([O:25][C:26]([CH3:29])([CH3:28])[CH3:27])=[O:24])[CH2:19][C@H:18]2[CH3:30])=[N:15][CH:16]=1.C(N(C(C)C)C(C)C)C.[I-].[Li+].CS([O-])=O.[Na+]. The catalyst is C(Cl)Cl.CCOC(C)=O.CN(C=O)C.O1CCOCC1. The product is [F:6][C:7]1[CH:34]=[C:33]([CH2:35][S:2]([CH3:1])(=[O:4])=[O:3])[CH:32]=[CH:31][C:8]=1[CH2:9][O:10][C:11]1[CH:12]=[N:13][C:14]([N:17]2[CH2:22][CH2:21][N:20]([C:23]([O:25][C:26]([CH3:29])([CH3:28])[CH3:27])=[O:24])[CH2:19][C@H:18]2[CH3:30])=[N:15][CH:16]=1. The yield is 0.830. (2) The reactants are [C:1]([O:5][C:6](=[O:46])[NH:7][CH:8]1[C:26](=[O:27])[N:25]2[CH:21]([CH2:22][CH:23]([O:28][Si](C(C)(C)C)(C)C)[CH2:24]2)[C:20](=[O:36])[NH:19][C:18]2([C:37]([NH:39][S:40]([CH:43]3[CH2:45][CH2:44]3)(=[O:42])=[O:41])=[O:38])[CH:16]([CH2:17]2)[CH:15]=[CH:14][CH2:13][CH2:12][CH2:11][CH2:10][CH2:9]1)([CH3:4])([CH3:3])[CH3:2].[F-].C([N+](CCCC)(CCCC)CCCC)CCC. The catalyst is C1COCC1. The product is [C:1]([O:5][C:6](=[O:46])[NH:7][CH:8]1[C:26](=[O:27])[N:25]2[CH:21]([CH2:22][CH:23]([OH:28])[CH2:24]2)[C:20](=[O:36])[NH:19][C:18]2([C:37]([NH:39][S:40]([CH:43]3[CH2:45][CH2:44]3)(=[O:41])=[O:42])=[O:38])[CH:16]([CH2:17]2)[CH:15]=[CH:14][CH2:13][CH2:12][CH2:11][CH2:10][CH2:9]1)([CH3:4])([CH3:2])[CH3:3]. The yield is 0.730. (3) The reactants are C([C:3]([N:9]=[N:10][C:11]1[CH:16]=[CH:15][CH:14]=[CH:13][CH:12]=1)([CH2:6][C:7]#[N:8])[C:4]#[N:5])C.C(=O)([O-])[O-].[K+].[K+]. The catalyst is ClCCl. The product is [NH2:8][C:7]1[N:10]([C:11]2[CH:16]=[CH:15][CH:14]=[CH:13][CH:12]=2)[N:9]=[C:3]([C:4]#[N:5])[CH:6]=1. The yield is 0.440.